Dataset: Full USPTO retrosynthesis dataset with 1.9M reactions from patents (1976-2016). Task: Predict the reactants needed to synthesize the given product. (1) Given the product [C:1]1([C:7]2[CH:12]=[C:11]([OH:13])[N:16]=[N:15][C:8]=2[OH:9])[CH:6]=[CH:5][CH:4]=[CH:3][CH:2]=1, predict the reactants needed to synthesize it. The reactants are: [C:1]1([C:7]2[C:8](O[C:11](=[O:13])[CH:12]=2)=[O:9])[CH:6]=[CH:5][CH:4]=[CH:3][CH:2]=1.Cl.[NH2:15][NH2:16]. (2) Given the product [CH2:1]([C@H:8]1[CH2:12][O:11][C:10](=[O:13])[N:9]1[C:14]([CH:16]([CH2:25][CH2:26][OH:27])[CH2:17][C:18]([O:20][C:21]([CH3:22])([CH3:24])[CH3:23])=[O:19])=[O:15])[C:2]1[CH:3]=[CH:4][CH:5]=[CH:6][CH:7]=1, predict the reactants needed to synthesize it. The reactants are: [CH2:1]([C@H:8]1[CH2:12][O:11][C:10](=[O:13])[N:9]1[C:14]([CH:16]([CH2:25][CH2:26][O:27]CC1C=CC=CC=1)[CH2:17][C:18]([O:20][C:21]([CH3:24])([CH3:23])[CH3:22])=[O:19])=[O:15])[C:2]1[CH:7]=[CH:6][CH:5]=[CH:4][CH:3]=1.C(OCC)(=O)C. (3) Given the product [N:16]1([CH:14]([NH:9][C:7]([C:2]2[CH:3]=[CH:4][CH:5]=[CH:6][N:1]=2)=[O:8])[C:11]([CH3:12])([CH3:13])[CH3:10])[C:20]2[CH:21]=[CH:22][CH:23]=[CH:24][C:19]=2[N:18]=[N:17]1, predict the reactants needed to synthesize it. The reactants are: [N:1]1[CH:6]=[CH:5][CH:4]=[CH:3][C:2]=1[C:7]([NH2:9])=[O:8].[CH3:10][C:11]([CH:14]=O)([CH3:13])[CH3:12].[NH:16]1[C:20]2[CH:21]=[CH:22][CH:23]=[CH:24][C:19]=2[N:18]=[N:17]1.C1(C)C=CC(S(O)(=O)=O)=CC=1. (4) Given the product [O:1]=[CH:26][C:18]1[CH:19]=[CH:20][C:21]([OH:25])=[C:22]([O:63][CH3:50])[CH:17]=1, predict the reactants needed to synthesize it. The reactants are: [OH2:1].C[C@H]1[C@H](C)[C@@H]2[C@@](C(O)=O)(CC[C@@]3(C)[C@]4(C)CC[C@H:17]5[C:22](C)(C)[C@@H:21]([OH:25])[CH2:20][CH2:19][C@:18]5([CH3:26])[C@H]4CC=C32)CC1.CC([C@H]1[C@@H]2[C@@H]3[C@@](C)(CC[C@@]2(CO)CC1)[C@@]1(C)[C@@H]([C@]2(C)[C@@H](CC1)C(C)(C)[C@@H:50]([OH:63])CC2)CC3)=C. (5) Given the product [CH3:16][C:15]([O:19][C:20]([N:6]([CH2:7][C:8]1[CH:13]=[CH:12][CH:11]=[CH:10][CH:9]=1)[CH2:5][C:4]([O:3][CH2:1][CH3:2])=[O:14])=[O:21])([CH3:18])[CH3:17], predict the reactants needed to synthesize it. The reactants are: [CH2:1]([O:3][C:4](=[O:14])[CH2:5][NH:6][CH2:7][C:8]1[CH:13]=[CH:12][CH:11]=[CH:10][CH:9]=1)[CH3:2].[C:15]([O:19][C:20](O[C:20]([O:19][C:15]([CH3:18])([CH3:17])[CH3:16])=[O:21])=[O:21])([CH3:18])([CH3:17])[CH3:16]. (6) Given the product [CH2:13]([C:17]1[N:22]2[N:23]=[CH:24][CH:25]=[C:21]2[N:20]([C@H:26]2[CH2:31][CH2:30][C@H:29]([O:32][CH2:33][CH:34]([OH:36])[CH3:35])[CH2:28][CH2:27]2)[C:19](=[O:37])[C:18]=1[CH2:38][C:39]1[CH:40]=[CH:41][C:42]([C:45]2[CH:50]=[CH:49][CH:48]=[CH:47][C:46]=2[C:51]2[NH:3][C:4](=[O:7])[O:5][N:52]=2)=[CH:43][CH:44]=1)[CH2:14][CH2:15][CH3:16], predict the reactants needed to synthesize it. The reactants are: [Cl-].O[NH3+:3].[C:4](=[O:7])([O-])[OH:5].[Na+].CS(C)=O.[CH2:13]([C:17]1[N:22]2[N:23]=[CH:24][CH:25]=[C:21]2[N:20]([C@H:26]2[CH2:31][CH2:30][C@H:29]([O:32][CH2:33][CH:34]([OH:36])[CH3:35])[CH2:28][CH2:27]2)[C:19](=[O:37])[C:18]=1[CH2:38][C:39]1[CH:44]=[CH:43][C:42]([C:45]2[C:46]([C:51]#[N:52])=[CH:47][CH:48]=[CH:49][CH:50]=2)=[CH:41][CH:40]=1)[CH2:14][CH2:15][CH3:16]. (7) Given the product [NH2:16][C:7]1[CH:8]=[C:9]([CH:14]=[CH:15][C:6]=1[NH2:5])[O:10][CH2:11][CH2:12][OH:13], predict the reactants needed to synthesize it. The reactants are: C([O-])=O.[NH4+].[NH2:5][C:6]1[CH:15]=[CH:14][C:9]([O:10][CH2:11][CH2:12][OH:13])=[CH:8][C:7]=1[N+:16]([O-])=O. (8) Given the product [CH3:1][O:2][C:3]1[CH:8]=[CH:7][N:6]2[CH:11]=[CH:12][N:9]=[C:5]2[CH:4]=1, predict the reactants needed to synthesize it. The reactants are: [CH3:1][O:2][C:3]1[CH:8]=[CH:7][N:6]=[C:5]([NH2:9])[CH:4]=1.Cl[CH2:11][CH:12]=O.C(=O)([O-])O.[Na+].